Dataset: Forward reaction prediction with 1.9M reactions from USPTO patents (1976-2016). Task: Predict the product of the given reaction. (1) Given the reactants [OH:1][C:2]1[CH:3]=[CH:4][C:5]2[C:17](=[O:18])[C:16]3[C:15]4[C:10](=[CH:11][C:12]([C:19]#[N:20])=[CH:13][CH:14]=4)[NH:9][C:8]=3[C:7]([CH3:22])([CH3:21])[C:6]=2[CH:23]=1.[F:24][C:25]([F:31])([F:30])[S:26](O)(=[O:28])=[O:27].O, predict the reaction product. The product is: [C:19]([C:12]1[CH:11]=[C:10]2[C:15]([C:16]3[C:17](=[O:18])[C:5]4[CH:4]=[CH:3][C:2]([O:1][S:26]([C:25]([F:31])([F:30])[F:24])(=[O:28])=[O:27])=[CH:23][C:6]=4[C:7]([CH3:21])([CH3:22])[C:8]=3[NH:9]2)=[CH:14][CH:13]=1)#[N:20]. (2) The product is: [CH3:1][CH2:2][CH2:3][S:4][C:5]1[N:6]=[C:7]([NH:25][C@H:26]2[C@H:28]([C:29]3[CH:30]=[CH:31][C:32]([F:36])=[C:33]([F:35])[CH:34]=3)[CH2:27]2)[C:8]2[N:13]=[N:12][N:11]([C@H:14]3[C@H:18]([OH:19])[C@H:17]([OH:20])[C@@H:16]([O:21][CH2:22][CH2:23][OH:24])[CH2:15]3)[C:9]=2[N:10]=1.[C:46]([C@H:44]([C@@H:42]([C:41]([O-:50])=[O:49])[OH:43])[OH:45])([O-:48])=[O:47]. Given the reactants [CH3:1][CH2:2][CH2:3][S:4][C:5]1[N:6]=[C:7]([NH:25][C@H:26]2[C@H:28]([C:29]3[CH:30]=[CH:31][C:32]([F:36])=[C:33]([F:35])[CH:34]=3)[CH2:27]2)[C:8]2[N:13]=[N:12][N:11]([C@H:14]3[C@H:18]([OH:19])[C@H:17]([OH:20])[C@@H:16]([O:21][CH2:22][CH2:23][OH:24])[CH2:15]3)[C:9]=2[N:10]=1.CC(C)=O.[C:41]([OH:50])(=[O:49])[CH:42]([CH:44]([C:46]([OH:48])=[O:47])[OH:45])[OH:43], predict the reaction product. (3) Given the reactants [C:1]([O:5][C:6](=[O:19])[NH:7][C@H:8]([C@H:16]1[CH2:18][O:17]1)[CH2:9][C:10]1[CH:15]=[CH:14][CH:13]=[CH:12][CH:11]=1)([CH3:4])([CH3:3])[CH3:2].[CH3:20][O:21][C:22]1[CH:23]=[C:24]([CH:27]=[CH:28][CH:29]=1)[CH2:25][NH2:26], predict the reaction product. The product is: [C:1]([O:5][C:6](=[O:19])[NH:7][C@@H:8]([CH2:9][C:10]1[CH:15]=[CH:14][CH:13]=[CH:12][CH:11]=1)[C@H:16]([OH:17])[CH2:18][NH:26][CH2:25][C:24]1[CH:27]=[CH:28][CH:29]=[C:22]([O:21][CH3:20])[CH:23]=1)([CH3:4])([CH3:3])[CH3:2].